This data is from Full USPTO retrosynthesis dataset with 1.9M reactions from patents (1976-2016). The task is: Predict the reactants needed to synthesize the given product. (1) Given the product [CH2:1]([N:3]([CH2:17][CH3:18])[C:4]1[N:9]=[C:8]([C:10]([Cl:22])=[O:11])[CH:7]=[C:6]([C:13]([F:16])([F:15])[F:14])[CH:5]=1)[CH3:2], predict the reactants needed to synthesize it. The reactants are: [CH2:1]([N:3]([CH2:17][CH3:18])[C:4]1[N:9]=[C:8]([C:10](O)=[O:11])[CH:7]=[C:6]([C:13]([F:16])([F:15])[F:14])[CH:5]=1)[CH3:2].C(Cl)(=O)C([Cl:22])=O. (2) Given the product [NH2:8][C:6]1[N:7]=[C:14]([C:13]([O:12][CH3:9])=[O:15])[CH:3]=[CH:4][CH:5]=1, predict the reactants needed to synthesize it. The reactants are: CC1[N:7]=[C:6]([NH2:8])[CH:5]=[CH:4][CH:3]=1.[C:9]([O:12][C:13](=[O:15])[CH3:14])(=O)C.[Mn]([O-])(=O)(=O)=O.[K+]. (3) Given the product [CH:1]1([CH:5]([C:11]2[CH:16]=[CH:15][C:14]([CH2:17][OH:18])=[C:13]([OH:19])[CH:12]=2)[CH2:6][C:7]([O:9][CH3:10])=[O:8])[CH2:2][CH2:3][CH2:4]1, predict the reactants needed to synthesize it. The reactants are: [CH:1]1([CH:5]([C:11]2[CH:16]=[CH:15][C:14]([CH:17]=[O:18])=[C:13]([OH:19])[CH:12]=2)[CH2:6][C:7]([O:9][CH3:10])=[O:8])[CH2:4][CH2:3][CH2:2]1.[BH4-].[Na+]. (4) Given the product [CH3:1][O:2][C:3]1[C:8]([NH:9][C:10]2[N:21]=[CH:22][C:23]3[CH:29]=[CH:28][N:27]=[C:26]([NH:30][CH2:31][C:32]([CH3:35])([CH3:34])[CH3:33])[C:24]=3[N:25]=2)=[CH:7][CH:6]=[C:5]([S:12]([CH3:15])(=[O:14])=[O:13])[N:4]=1, predict the reactants needed to synthesize it. The reactants are: [CH3:1][O:2][C:3]1[C:8]([NH:9][CH:10]=O)=[CH:7][CH:6]=[C:5]([S:12]([CH3:15])(=[O:14])=[O:13])[N:4]=1.CS(C1[N:21]=[CH:22][C:23]2[CH:29]=[CH:28][N:27]=[C:26]([NH:30][CH2:31][C:32]([CH3:35])([CH3:34])[CH3:33])[C:24]=2[N:25]=1)(=O)=O. (5) Given the product [N:54]1([S:58]([NH:61][C:37](=[O:39])[C:36]2[CH:40]=[C:41]([CH:42]3[CH2:43][CH2:44]3)[C:33]([O:32][C@H:26]3[CH2:27][C@H:28]4[CH2:31][C@@H:25]3[CH2:30][CH2:29]4)=[CH:34][C:35]=2[F:45])(=[O:60])=[O:59])[CH2:57][CH2:56][CH2:55]1, predict the reactants needed to synthesize it. The reactants are: C12(COC3C(C4CC4)=CC(C(O)=O)=CN=3)CC3CC(CC(C3)C1)C2.[C@@H:25]12[CH2:31][C@@H:28]([CH2:29][CH2:30]1)[CH2:27][C@@H:26]2[O:32][C:33]1[C:41]([CH:42]2[CH2:44][CH2:43]2)=[CH:40][C:36]([C:37]([OH:39])=O)=[C:35]([F:45])[CH:34]=1.COCCS(N)(=O)=O.[N:54]1([S:58]([NH2:61])(=[O:60])=[O:59])[CH2:57][CH2:56][CH2:55]1. (6) Given the product [Cl:21][CH2:15][C:12]1[CH:13]=[CH:14][C:9]([C:6]2[CH:5]=[CH:4][C:3]([C:2]([F:18])([F:17])[F:1])=[CH:8][N:7]=2)=[CH:10][CH:11]=1, predict the reactants needed to synthesize it. The reactants are: [F:1][C:2]([F:18])([F:17])[C:3]1[CH:4]=[CH:5][C:6]([C:9]2[CH:14]=[CH:13][C:12]([CH2:15]O)=[CH:11][CH:10]=2)=[N:7][CH:8]=1.S(Cl)([Cl:21])=O.